Task: Regression/Classification. Given a drug SMILES string, predict its absorption, distribution, metabolism, or excretion properties. Task type varies by dataset: regression for continuous measurements (e.g., permeability, clearance, half-life) or binary classification for categorical outcomes (e.g., BBB penetration, CYP inhibition). Dataset: cyp3a4_veith.. Dataset: CYP3A4 inhibition data for predicting drug metabolism from PubChem BioAssay (1) The molecule is O=c1oc2c(Cl)cc(Cl)cc2cc1-c1nnc(Nc2ccccc2F)s1. The result is 0 (non-inhibitor). (2) The molecule is CCOC(=O)C(C)n1cnc2c(oc3ccccc32)c1=O. The result is 0 (non-inhibitor). (3) The compound is Cc1noc(C)c1C(=O)N1CCC[C@@]2(CCN(C(=O)NC(C)C)C2)C1. The result is 0 (non-inhibitor). (4) The result is 1 (inhibitor). The drug is CCC(=O)Nc1nonc1-c1nc2ccccc2n1N(C(=O)CC)C(=O)CC. (5) The result is 1 (inhibitor). The drug is O=C(CSCc1ccccc1)Nc1cccc(C(=O)Nc2ccccc2C(=O)O)c1. (6) The drug is C[C@@H](O)[C@H]1C(=O)N2C(C(=O)O)=C(S[C@@H]3CN[C@H](C(=O)N(C)C)C3)[C@H](C)[C@H]12. The result is 0 (non-inhibitor). (7) The compound is COc1cnc(-c2ccccc2)nc1Oc1cccc(C)c1. The result is 0 (non-inhibitor). (8) The molecule is COc1cnc(-c2ccccn2)nc1Sc1c(Cl)cccc1Cl. The result is 0 (non-inhibitor). (9) The drug is COc1cccc(N(CC(=O)Nc2cccc(C(C)=O)c2)S(C)(=O)=O)c1. The result is 1 (inhibitor). (10) The result is 1 (inhibitor). The compound is Cc1ccc(-c2nc3ccccc3s2)cc1NC(=S)NC(=O)/C=C/c1ccco1.